This data is from Catalyst prediction with 721,799 reactions and 888 catalyst types from USPTO. The task is: Predict which catalyst facilitates the given reaction. (1) Reactant: [Cl:1][C:2]1[C:10]([C:11]2[C:12]([CH3:18])=[N:13][N:14]([CH3:17])[C:15]=2[CH3:16])=[C:9]2[C:5]([C:6]([CH2:26][CH2:27][CH2:28][O:29][C:30]3[CH:35]=[C:34]([CH3:36])[C:33]([Cl:37])=[C:32]([CH3:38])[CH:31]=3)=[C:7]([CH3:25])[N:8]2[CH2:19][C:20]([O:22]CC)=[O:21])=[CH:4][CH:3]=1.[OH-].[Na+]. Product: [Cl:1][C:2]1[C:10]([C:11]2[C:12]([CH3:18])=[N:13][N:14]([CH3:17])[C:15]=2[CH3:16])=[C:9]2[C:5]([C:6]([CH2:26][CH2:27][CH2:28][O:29][C:30]3[CH:35]=[C:34]([CH3:36])[C:33]([Cl:37])=[C:32]([CH3:38])[CH:31]=3)=[C:7]([CH3:25])[N:8]2[CH2:19][C:20]([OH:22])=[O:21])=[CH:4][CH:3]=1. The catalyst class is: 12. (2) Reactant: [C:1]([C:3]([C:6]1[CH:7]=[C:8]([CH:29]=[CH:30][CH:31]=1)[C:9]([NH:11][C:12]1[CH:17]=[C:16]([O:18][C:19]2[CH:24]=[CH:23][C:22]([N+:25]([O-])=O)=[CH:21][CH:20]=2)[CH:15]=[CH:14][C:13]=1[CH3:28])=[O:10])([CH3:5])[CH3:4])#[N:2].[Cl-].[Ca+2].[Cl-].O. Product: [NH2:25][C:22]1[CH:23]=[CH:24][C:19]([O:18][C:16]2[CH:15]=[CH:14][C:13]([CH3:28])=[C:12]([NH:11][C:9](=[O:10])[C:8]3[CH:29]=[CH:30][CH:31]=[C:6]([C:3]([C:1]#[N:2])([CH3:5])[CH3:4])[CH:7]=3)[CH:17]=2)=[CH:20][CH:21]=1. The catalyst class is: 8. (3) Reactant: [Cl:1][C:2]1[CH:3]=[CH:4][C:5]2[CH2:6][NH:7][CH2:8][C@@H:9]([C:13]3[CH:18]=[CH:17][CH:16]=[CH:15][CH:14]=3)[O:10][C:11]=2[N:12]=1.C(O[C:22]1(O[Si](C)(C)C)[CH2:24][CH2:23]1)C.C(O)(=O)C.C([BH3-])#N.[Na+]. Product: [Cl:1][C:2]1[CH:3]=[CH:4][C:5]2[CH2:6][N:7]([CH:22]3[CH2:24][CH2:23]3)[CH2:8][C@@H:9]([C:13]3[CH:18]=[CH:17][CH:16]=[CH:15][CH:14]=3)[O:10][C:11]=2[N:12]=1. The catalyst class is: 5. (4) Reactant: [F:1][CH2:2][CH2:3]I.C(=O)([O-])[O-].[K+].[K+].[C:11]([O:15][C:16]([NH:18][C@@H:19]([CH2:27][CH2:28][CH:29]([CH2:37][C:38]1[CH:43]=[CH:42][C:41]([OH:44])=[CH:40][CH:39]=1)[C:30]([O:32][C:33]([CH3:36])([CH3:35])[CH3:34])=[O:31])[C:20]([O:22][C:23]([CH3:26])([CH3:25])[CH3:24])=[O:21])=[O:17])([CH3:14])([CH3:13])[CH3:12]. Product: [C:11]([O:15][C:16]([NH:18][C@@H:19]([CH2:27][CH2:28][CH:29]([CH2:37][C:38]1[CH:39]=[CH:40][C:41]([O:44][CH2:3][CH2:2][F:1])=[CH:42][CH:43]=1)[C:30]([O:32][C:33]([CH3:34])([CH3:35])[CH3:36])=[O:31])[C:20]([O:22][C:23]([CH3:26])([CH3:24])[CH3:25])=[O:21])=[O:17])([CH3:12])([CH3:13])[CH3:14]. The catalyst class is: 9. (5) Reactant: [Br:1][C:2]1[CH:3]=[N:4][N:5]2[C:10]([N:11]([CH2:19][CH:20]3[CH2:25][CH2:24][O:23][CH2:22][CH2:21]3)[C:12](=[O:18])[O:13][C:14]([CH3:17])([CH3:16])[CH3:15])=[CH:9][C:8](Cl)=[N:7][C:6]=12.CC(NC)C[CH:30]1[CH2:34][CH2:33][CH2:32][CH2:31]1.CC[N:39](C(C)C)C(C)C. Product: [Br:1][C:2]1[CH:3]=[N:4][N:5]2[C:10]([N:11]([CH2:19][CH:20]3[CH2:25][CH2:24][O:23][CH2:22][CH2:21]3)[C:12](=[O:18])[O:13][C:14]([CH3:17])([CH3:16])[CH3:15])=[CH:9][C:8]([NH:39][CH:30]3[CH2:34][CH2:33][CH2:32][CH2:31]3)=[N:7][C:6]=12. The catalyst class is: 387. (6) Reactant: N1C=CC=CC=1.Cl[C:8]([O:10][CH2:11][C:12]1[CH:17]=[CH:16][CH:15]=[CH:14][CH:13]=1)=[O:9].[Cl:18][C:19]1[CH:25]=[C:24]([CH:26]2[CH2:35][CH2:34][C:29]3([O:33][CH2:32][CH2:31][O:30]3)[CH2:28][CH2:27]2)[CH:23]=[CH:22][C:20]=1[NH2:21].C(OCC)(=O)C. Product: [Cl:18][C:19]1[CH:25]=[C:24]([CH:26]2[CH2:35][CH2:34][C:29]3([O:30][CH2:31][CH2:32][O:33]3)[CH2:28][CH2:27]2)[CH:23]=[CH:22][C:20]=1[NH:21][C:8](=[O:9])[O:10][CH2:11][C:12]1[CH:17]=[CH:16][CH:15]=[CH:14][CH:13]=1. The catalyst class is: 1.